Dataset: Tox21: 12 toxicity assays (nuclear receptors and stress response pathways). Task: Binary classification across 12 toxicity assays. The drug is CON(C)C(=O)Nc1ccc(Br)c(Cl)c1. It tested positive (active) for: NR-AhR (Aryl hydrocarbon Receptor agonist activity).